This data is from Full USPTO retrosynthesis dataset with 1.9M reactions from patents (1976-2016). The task is: Predict the reactants needed to synthesize the given product. (1) Given the product [OH:26][C@H:24]([CH3:25])[CH2:23][C@H:20]1[CH2:19][CH2:18][C:17]2[S:16][C:15]3[N:14]=[CH:13][N:12]=[C:11]([O:10][CH:7]4[CH2:6][CH2:5][CH:4]([N:3]([CH3:2])[CH2:34][C:35]([N:37]5[CH2:41][CH2:40][CH2:39][CH2:38]5)=[O:36])[CH2:9][CH2:8]4)[C:22]=3[C:21]1=2, predict the reactants needed to synthesize it. The reactants are: Cl.[CH3:2][NH:3][CH:4]1[CH2:9][CH2:8][CH:7]([O:10][C:11]2[C:22]3[C:21]4[C@@H:20]([CH2:23][C@H:24]([OH:26])[CH3:25])[CH2:19][CH2:18][C:17]=4[S:16][C:15]=3[N:14]=[CH:13][N:12]=2)[CH2:6][CH2:5]1.C(=O)([O-])[O-].[K+].[K+].Cl[CH2:34][C:35]([N:37]1[CH2:41][CH2:40][CH2:39][CH2:38]1)=[O:36]. (2) Given the product [CH3:32][C:33]1([CH3:48])[O:38][CH2:37][CH2:36][C:35]([C:12]2[N:11]=[CH:10][C:9]3[O:8][C:5]4[C:4]([C@@:15]5([CH2:19][O:18][C:17]([NH2:20])=[N:16]5)[C:14]=3[CH:13]=2)=[CH:3][C:2]([C:26]2[CH:27]=[N:28][C:23]([F:22])=[CH:24][CH:25]=2)=[CH:7][CH:6]=4)=[CH:34]1, predict the reactants needed to synthesize it. The reactants are: Br[C:2]1[CH:3]=[C:4]2[C@@:15]3([CH2:19][O:18][C:17]([NH2:20])=[N:16]3)[C:14]3[CH:13]=[C:12](Cl)[N:11]=[CH:10][C:9]=3[O:8][C:5]2=[CH:6][CH:7]=1.[F:22][C:23]1[N:28]=[CH:27][C:26](B(O)O)=[CH:25][CH:24]=1.[CH3:32][C:33]1([CH3:48])[O:38][CH2:37][CH2:36][C:35](B2OC(C)(C)C(C)(C)O2)=[CH:34]1. (3) Given the product [CH2:13]([N:20]1[CH2:25][CH2:24][N:23]([C:5]2[C:4]3[C:9](=[CH:10][CH:11]=[C:2]([Br:1])[CH:3]=3)[N:8]=[N:7][CH:6]=2)[CH2:22][CH2:21]1)[C:14]1[CH:15]=[CH:16][CH:17]=[CH:18][CH:19]=1, predict the reactants needed to synthesize it. The reactants are: [Br:1][C:2]1[CH:3]=[C:4]2[C:9](=[CH:10][CH:11]=1)[N:8]=[N:7][CH:6]=[C:5]2Cl.[CH2:13]([N:20]1[CH2:25][CH2:24][NH:23][CH2:22][CH2:21]1)[C:14]1[CH:19]=[CH:18][CH:17]=[CH:16][CH:15]=1.CCN(C(C)C)C(C)C. (4) Given the product [CH3:14][O:15][C:16]1[CH:22]=[C:21]([B:23]2[O:24][C:25]([CH3:30])([CH3:31])[C:26]([CH3:29])([CH3:28])[O:27]2)[CH:20]=[CH:19][C:17]=1[NH:18][C:11]([C:3]1[N:2]([CH3:1])[C:10]2[C:5]([CH:4]=1)=[CH:6][CH:7]=[CH:8][CH:9]=2)=[O:12], predict the reactants needed to synthesize it. The reactants are: [CH3:1][N:2]1[C:10]2[C:5](=[CH:6][CH:7]=[CH:8][CH:9]=2)[CH:4]=[C:3]1[C:11](Cl)=[O:12].[CH3:14][O:15][C:16]1[CH:22]=[C:21]([B:23]2[O:27][C:26]([CH3:29])([CH3:28])[C:25]([CH3:31])([CH3:30])[O:24]2)[CH:20]=[CH:19][C:17]=1[NH2:18].C(N(C(C)C)C(C)C)C. (5) Given the product [C:1]([C:3]1[C:7]([C:8]2[CH:9]=[CH:10][C:11]([C:14]#[N:15])=[CH:12][CH:13]=2)=[C:6]([CH3:16])[N:5]([CH2:17][C:18]2[CH:26]=[CH:25][C:21]([C:22]([N:29]([CH3:30])[CH3:28])=[O:24])=[CH:20][CH:19]=2)[C:4]=1[CH3:27])#[N:2], predict the reactants needed to synthesize it. The reactants are: [C:1]([C:3]1[C:7]([C:8]2[CH:13]=[CH:12][C:11]([C:14]#[N:15])=[CH:10][CH:9]=2)=[C:6]([CH3:16])[N:5]([CH2:17][C:18]2[CH:26]=[CH:25][C:21]([C:22]([OH:24])=O)=[CH:20][CH:19]=2)[C:4]=1[CH3:27])#[N:2].[CH3:28][NH:29][CH3:30]. (6) Given the product [NH2:1][C:4]1[CH:23]=[CH:22][CH:21]=[CH:20][C:5]=1[C:6]([NH:8][C:9]1[CH:14]=[CH:13][C:12]([Br:15])=[C:11]([C:16]([F:19])([F:17])[F:18])[CH:10]=1)=[O:7], predict the reactants needed to synthesize it. The reactants are: [N+:1]([C:4]1[CH:23]=[CH:22][CH:21]=[CH:20][C:5]=1[C:6]([NH:8][C:9]1[CH:14]=[CH:13][C:12]([Br:15])=[C:11]([C:16]([F:19])([F:18])[F:17])[CH:10]=1)=[O:7])([O-])=O.[H][H]. (7) Given the product [NH2:3][CH2:12][C@H:13]([NH:21][C:22]1[S:23][C:26]([C:28]2[CH:37]=[CH:36][C:35]3[CH:34]=[N:33][CH:32]=[CH:31][C:30]=3[N:39]=2)=[N:25][N:24]=1)[CH2:14][C:15]1[CH:20]=[CH:19][CH:18]=[CH:17][CH:16]=1, predict the reactants needed to synthesize it. The reactants are: O=C1C2C=CC=CC=2C(=O)[N:3]1[CH2:12][C@H:13]([NH:21][C:22]([NH:24][NH:25][C:26]([C:28]1C=[C:30]2[C:35](=[CH:36][CH:37]=1)[CH:34]=[N:33][CH:32]=[CH:31]2)=O)=[S:23])[CH2:14][C:15]1[CH:20]=[CH:19][CH:18]=[CH:17][CH:16]=1.Cl.[NH2:39][C@H](CC1C=CC=CC=1)CN1C(=O)C2C=CC=CC=2C1=O.N1C(C(NN)=O)=CC=C2C=NC=CC=12. (8) Given the product [F:34][C:2]([F:1])([F:33])[CH2:3][CH2:4][CH:5]([NH:23][C:24]1[CH:25]=[CH:26][C:27]([C:28]([N:35]2[CH2:40][CH2:39][CH2:38][C@@H:37]([C:41]([O:43][CH2:44][CH3:45])=[O:42])[CH2:36]2)=[O:29])=[CH:31][CH:32]=1)[C:6]1[CH:11]=[CH:10][C:9]([C:12]2[N:13]=[CH:14][C:15]([C:18]([F:21])([F:19])[F:20])=[CH:16][N:17]=2)=[CH:8][C:7]=1[CH3:22], predict the reactants needed to synthesize it. The reactants are: [F:1][C:2]([F:34])([F:33])[CH2:3][CH2:4][CH:5]([NH:23][C:24]1[CH:32]=[CH:31][C:27]([C:28](O)=[O:29])=[CH:26][CH:25]=1)[C:6]1[CH:11]=[CH:10][C:9]([C:12]2[N:17]=[CH:16][C:15]([C:18]([F:21])([F:20])[F:19])=[CH:14][N:13]=2)=[CH:8][C:7]=1[CH3:22].[NH:35]1[CH2:40][CH2:39][CH2:38][C@@H:37]([C:41]([O:43][CH2:44][CH3:45])=[O:42])[CH2:36]1.ON1C2C=CC=CC=2N=N1.Cl.C(N=C=NCCCN(C)C)C.C(N(C(C)C)CC)(C)C.